Task: Predict which catalyst facilitates the given reaction.. Dataset: Catalyst prediction with 721,799 reactions and 888 catalyst types from USPTO (1) Reactant: [H-].[Al+3].[Li+].[H-].[H-].[H-].[F:7][C:8]([F:37])([C:30]1[CH:35]=[CH:34][C:33]([F:36])=[CH:32][N:31]=1)[C:9]1[N:18]=[C:17]([NH:19][C:20]2[CH:24]=[C:23]([CH3:25])[NH:22][N:21]=2)[C:16]2[C:11](=[CH:12][C:13]([C:26](OC)=[O:27])=[CH:14][CH:15]=2)[N:10]=1.O.[OH-].[Na+]. Product: [F:37][C:8]([F:7])([C:30]1[CH:35]=[CH:34][C:33]([F:36])=[CH:32][N:31]=1)[C:9]1[N:18]=[C:17]([NH:19][C:20]2[CH:24]=[C:23]([CH3:25])[NH:22][N:21]=2)[C:16]2[C:11](=[CH:12][C:13]([CH2:26][OH:27])=[CH:14][CH:15]=2)[N:10]=1. The catalyst class is: 1. (2) Reactant: Cl[S:2]([OH:5])(=O)=[O:3].[Cl:6][C:7]1[CH:8]=[C:9]2[C:14](=[C:15]([C:17]3[CH:22]=[CH:21][CH:20]=[CH:19][CH:18]=3)[CH:16]=1)[O:13][CH:12]([C:23]([F:26])([F:25])[F:24])[C:11]([C:27]([OH:29])=[O:28])=[CH:10]2.[OH-].[NH4+:31]. Product: [NH2:31][S:2]([C:20]1[CH:21]=[CH:22][C:17]([C:15]2[CH:16]=[C:7]([Cl:6])[CH:8]=[C:9]3[C:14]=2[O:13][CH:12]([C:23]([F:26])([F:24])[F:25])[C:11]([C:27]([OH:29])=[O:28])=[CH:10]3)=[CH:18][CH:19]=1)(=[O:5])=[O:3]. The catalyst class is: 25. (3) Reactant: C([Li])CCC.[CH3:6][C:7]1[N:8]([C:12]([C:25]2[CH:30]=[CH:29][CH:28]=[CH:27][CH:26]=2)([C:19]2[CH:24]=[CH:23][CH:22]=[CH:21][CH:20]=2)[C:13]2[CH:18]=[CH:17][CH:16]=[CH:15][CH:14]=2)[CH:9]=[CH:10][N:11]=1.[O:31]1CCC[CH2:32]1.C(OCC)=O.C(O)(=O)CC(CC(O)=O)(C(O)=O)O. Product: [C:12]([N:8]1[CH:9]=[CH:10][N:11]=[C:7]1[CH2:6][CH:32]=[O:31])([C:13]1[CH:18]=[CH:17][CH:16]=[CH:15][CH:14]=1)([C:19]1[CH:20]=[CH:21][CH:22]=[CH:23][CH:24]=1)[C:25]1[CH:30]=[CH:29][CH:28]=[CH:27][CH:26]=1. The catalyst class is: 81. (4) Reactant: [Br:1][C:2]1[CH:7]=[CH:6][C:5]([CH3:8])=[CH:4][N:3]=1.ClC1C=C(C=CC=1)C(OO)=[O:14].C(=O)(O)[O-].[Na+]. Product: [Br:1][C:2]1[CH:7]=[CH:6][C:5]([CH3:8])=[CH:4][N+:3]=1[O-:14]. The catalyst class is: 4. (5) Reactant: Br[C:2]1[CH:3]=[N:4][CH:5]=[C:6]([N:15]2[C:19]([CH3:20])=[CH:18][CH:17]=[C:16]2[CH3:21])[C:7]=1[N:8]1[CH2:13][CH2:12][N:11]([CH3:14])[CH2:10][CH2:9]1.[Li]C(C)(C)C.CN([CH:30]=[O:31])C. Product: [CH3:21][C:16]1[N:15]([C:6]2[CH:5]=[N:4][CH:3]=[C:2]([C:7]=2[N:8]2[CH2:13][CH2:12][N:11]([CH3:14])[CH2:10][CH2:9]2)[CH:30]=[O:31])[C:19]([CH3:20])=[CH:18][CH:17]=1. The catalyst class is: 1. (6) Reactant: [N:1]1([CH2:6][C:7]([C:9]2[CH:14]=[CH:13][C:12]([O:15][C:16]([F:19])([F:18])[F:17])=[CH:11][CH:10]=2)=O)[CH2:5][CH2:4][CH2:3][CH2:2]1.Cl.[NH2:21][OH:22].C(N(CC)CC)C. Product: [OH:22][N:21]=[C:7]([C:9]1[CH:14]=[CH:13][C:12]([O:15][C:16]([F:19])([F:18])[F:17])=[CH:11][CH:10]=1)[CH2:6][N:1]1[CH2:5][CH2:4][CH2:3][CH2:2]1. The catalyst class is: 8. (7) Reactant: [NH2:1][C:2]1[N:7]=[CH:6][N:5]=[C:4]2[N:8]([CH:24]3[CH2:29][CH2:28][C:27](=O)[CH2:26][CH2:25]3)[N:9]=[C:10]([C:11]3[CH:16]=[CH:15][C:14]([O:17][C:18]4[CH:23]=[CH:22][CH:21]=[CH:20][CH:19]=4)=[CH:13][CH:12]=3)[C:3]=12.C([O-])(=O)C.[NH4+:35]. Product: [NH2:35][CH:27]1[CH2:26][CH2:25][CH:24]([N:8]2[C:4]3=[N:5][CH:6]=[N:7][C:2]([NH2:1])=[C:3]3[C:10]([C:11]3[CH:16]=[CH:15][C:14]([O:17][C:18]4[CH:19]=[CH:20][CH:21]=[CH:22][CH:23]=4)=[CH:13][CH:12]=3)=[N:9]2)[CH2:29][CH2:28]1. The catalyst class is: 8.